Dataset: CYP1A2 inhibition data for predicting drug metabolism from PubChem BioAssay. Task: Regression/Classification. Given a drug SMILES string, predict its absorption, distribution, metabolism, or excretion properties. Task type varies by dataset: regression for continuous measurements (e.g., permeability, clearance, half-life) or binary classification for categorical outcomes (e.g., BBB penetration, CYP inhibition). Dataset: cyp1a2_veith. (1) The drug is O=C1CN2CCN(CC2)CC(=O)Nc2ccc(cc2)S(=O)(=O)c2ccc(cc2)NC(=O)CN2CCN(CC2)CC(=O)Nc2ccc(cc2)S(=O)(=O)c2ccc(cc2)N1. The result is 0 (non-inhibitor). (2) The molecule is CC(NC(=O)CSc1nc(=O)cc(N)n1CCc1ccccc1)c1ccccc1. The result is 0 (non-inhibitor). (3) The molecule is CCNc1ncc2nc(-c3ccc(Cl)cc3)c(=O)n(C)c2n1. The result is 1 (inhibitor). (4) The drug is C[C@@]1(C(NS(=O)(=O)c2cccc3cccnc23)c2ccc(-c3ccccc3)cc2)C[C@H]1C1CCCCC1. The result is 0 (non-inhibitor). (5) The molecule is CC(=O)N1CCC2(CC1)CCN(c1ccccc1)CC2. The result is 0 (non-inhibitor).